Dataset: Full USPTO retrosynthesis dataset with 1.9M reactions from patents (1976-2016). Task: Predict the reactants needed to synthesize the given product. Given the product [Cl:16][C:17]1[CH:22]=[CH:21][C:20]([O:1][CH:2]2[CH2:11][C:10]3[CH:9]=[C:8]([C:12]([O:14][CH3:15])=[O:13])[CH:7]=[CH:6][C:5]=3[CH2:4][CH2:3]2)=[CH:19][CH:18]=1, predict the reactants needed to synthesize it. The reactants are: [OH:1][CH:2]1[CH2:11][C:10]2[CH:9]=[C:8]([C:12]([O:14][CH3:15])=[O:13])[CH:7]=[CH:6][C:5]=2[CH2:4][CH2:3]1.[Cl:16][C:17]1[CH:22]=[CH:21][C:20](O)=[CH:19][CH:18]=1.C1(P(C2C=CC=CC=2)C2C=CC=CC=2)C=CC=CC=1.N(C(OC(C)(C)C)=O)=NC(OC(C)(C)C)=O.